Dataset: Reaction yield outcomes from USPTO patents with 853,638 reactions. Task: Predict the reaction yield, written as a fraction of the theoretical maximum amount of product (1.0 means a 100% yield; for example, 0.34 means a 34% yield). (1) The reactants are F[C:2]1[CH:9]=[CH:8][CH:7]=[CH:6][C:3]=1[CH:4]=[O:5].[CH3:10][C:11]1[N:15]=[CH:14][NH:13][N:12]=1.C([O-])([O-])=O.[K+].[K+]. The catalyst is CS(C)=O. The product is [CH3:10][C:11]1[N:15]=[CH:14][N:13]([C:2]2[CH:9]=[CH:8][CH:7]=[CH:6][C:3]=2[CH:4]=[O:5])[N:12]=1. The yield is 0.0800. (2) The reactants are [CH3:1][C:2]1[O:6][N:5]=[C:4]([NH2:7])[CH:3]=1.[F:8][C:9]1[C:14]([CH:15]=O)=[C:13]([F:17])[CH:12]=[CH:11][C:10]=1[NH:18][S:19]([CH2:22][CH2:23][CH3:24])(=[O:21])=[O:20].C([SiH](CC)CC)C.FC(F)(F)C(O)=O. The catalyst is C(#N)C. The product is [F:8][C:9]1[C:14]([CH2:15][NH:7][C:4]2[CH:3]=[C:2]([CH3:1])[O:6][N:5]=2)=[C:13]([F:17])[CH:12]=[CH:11][C:10]=1[NH:18][S:19]([CH2:22][CH2:23][CH3:24])(=[O:21])=[O:20]. The yield is 0.480. (3) The reactants are [CH3:1][CH:2]([NH:4][CH2:5][C:6]1[CH:7]=[N:8][CH:9]=[C:10](B2OC(C)(C)C(C)(C)O2)[CH:11]=1)[CH3:3].Br[C:22]1[CH:23]=[C:24]2[C:28](=[C:29]([C:31]([NH2:33])=[O:32])[CH:30]=1)[NH:27][CH:26]=[C:25]2[CH:34]1[CH2:39][CH2:38][N:37]([S:40]([CH2:43][CH3:44])(=[O:42])=[O:41])[CH2:36][CH2:35]1.C([O-])([O-])=O.[K+].[K+].O1CCOCC1. The catalyst is O. The product is [CH2:43]([S:40]([N:37]1[CH2:36][CH2:35][CH:34]([C:25]2[C:24]3[C:28](=[C:29]([C:31]([NH2:33])=[O:32])[CH:30]=[C:22]([C:10]4[CH:9]=[N:8][CH:7]=[C:6]([CH2:5][NH:4][CH:2]([CH3:1])[CH3:3])[CH:11]=4)[CH:23]=3)[NH:27][CH:26]=2)[CH2:39][CH2:38]1)(=[O:42])=[O:41])[CH3:44]. The yield is 0.700.